Dataset: Full USPTO retrosynthesis dataset with 1.9M reactions from patents (1976-2016). Task: Predict the reactants needed to synthesize the given product. (1) Given the product [CH2:1]([O:3][C:4](=[O:31])[C:5]([O:8][C:9]1[CH:10]=[CH:11][C:12]([O:15][CH2:16][CH2:17][C:18]2[N:19]=[C:20]([C:24]3[CH:29]=[CH:28][C:27]([O:30][CH:32]4[CH2:37][CH2:36][CH2:35][CH2:34][CH2:33]4)=[CH:26][CH:25]=3)[O:21][C:22]=2[CH3:23])=[CH:13][CH:14]=1)([CH3:7])[CH3:6])[CH3:2], predict the reactants needed to synthesize it. The reactants are: [CH2:1]([O:3][C:4](=[O:31])[C:5]([O:8][C:9]1[CH:14]=[CH:13][C:12]([O:15][CH2:16][CH2:17][C:18]2[N:19]=[C:20]([C:24]3[CH:29]=[CH:28][C:27]([OH:30])=[CH:26][CH:25]=3)[O:21][C:22]=2[CH3:23])=[CH:11][CH:10]=1)([CH3:7])[CH3:6])[CH3:2].[CH:32]1(O)[CH2:37][CH2:36][CH2:35][CH2:34][CH2:33]1.C1(P(C2C=CC=CC=2)C2C=CC=CC=2)C=CC=CC=1.N(C(OC(C)C)=O)=NC(OC(C)C)=O. (2) The reactants are: FC1C=CC(C2N=C(C(N3C[CH2:28][C:27]4[C:22](=[CH:23][CH:24]=[C:25](N(C)C)[C:26]=4[OH:30])C3)=O)C3C(=CC=CC=3)N=2)=CC=1.F[C:35]1[CH:40]=[CH:39][C:38]([C:41]2N=C(C(O)=O)C3C(=CC=CC=3)N=2)=[CH:37][CH:36]=1.Cl.[OH:55][C:56]1C(N(C)C)=CC=C2C=1CCNC2. Given the product [CH2:41]([O:30][C:26]1[C:27]([CH3:28])=[CH:22][CH:23]=[CH:24][C:25]=1[CH:56]=[O:55])[C:38]1[CH:39]=[CH:40][CH:35]=[CH:36][CH:37]=1, predict the reactants needed to synthesize it. (3) Given the product [C:62]([O:66][C@H:67]([CH3:77])[C@H:68]([NH:72][C:73](=[O:74])[O:75][CH3:76])[C:69]([N:13]1[C@@H:17]([CH3:18])[CH2:16][CH2:15][C@H:14]1[C:19]1[NH:23][C:22]2[C:24]3[C:29]([CH:30]=[CH:31][C:21]=2[N:20]=1)=[CH:28][C:27]1[C:32]2[C:37]([CH2:38][O:39][C:26]=1[CH:25]=3)=[CH:36][C:35]([C:40]1[NH:44][C:43]([C@@H:45]3[CH2:49][CH2:48][C@H:47]([CH3:50])[N:46]3[C:51](=[O:61])[C@@H:52]([NH:56][C:57]([O:58][CH3:59])=[O:60])[CH:53]([CH3:54])[CH3:55])=[N:42][CH:41]=1)=[CH:34][CH:33]=2)=[O:71])([CH3:63])([CH3:64])[CH3:65], predict the reactants needed to synthesize it. The reactants are: COC(N[C@H](C([N:13]1[C@@H:17]([CH3:18])[CH2:16][CH2:15][C@H:14]1[C:19]1[NH:23][C:22]2[C:24]3[C:29]([CH:30]=[CH:31][C:21]=2[N:20]=1)=[CH:28][C:27]1[C:32]2[C:37]([CH2:38][O:39][C:26]=1[CH:25]=3)=[CH:36][C:35]([C:40]1[NH:44][C:43]([C@@H:45]3[CH2:49][CH2:48][C@H:47]([CH3:50])[N:46]3[C:51](=[O:61])[C@@H:52]([NH:56][C:57](=[O:60])[O:58][CH3:59])[CH:53]([CH3:55])[CH3:54])=[N:42][CH:41]=1)=[CH:34][CH:33]=2)=O)[C@@H](C)OC)=O.[C:62]([O:66][C@H:67]([CH3:77])[C@H:68]([NH:72][C:73]([O:75][CH3:76])=[O:74])[C:69]([OH:71])=O)([CH3:65])([CH3:64])[CH3:63].